From a dataset of Reaction yield outcomes from USPTO patents with 853,638 reactions. Predict the reaction yield, written as a fraction of the theoretical maximum amount of product (1.0 means a 100% yield; for example, 0.34 means a 34% yield). (1) The catalyst is CO.[Pd]. The reactants are [CH3:1][C@:2]1([NH:18]C(=O)OCC2C=CC=CC=2)[CH2:7][CH2:6][CH2:5][N:4]([C:8]2[CH:13]=[CH:12][C:11]([C:14]([F:17])([F:16])[F:15])=[CH:10][CH:9]=2)[CH2:3]1. The product is [CH3:1][C@:2]1([NH2:18])[CH2:7][CH2:6][CH2:5][N:4]([C:8]2[CH:9]=[CH:10][C:11]([C:14]([F:17])([F:15])[F:16])=[CH:12][CH:13]=2)[CH2:3]1. The yield is 0.286. (2) The reactants are F[C:2]1[CH:11]=[C:10]2[C:5]([CH:6]=[CH:7][NH:8][C:9]2=[O:12])=[CH:4][C:3]=1[O:13][CH3:14].CS(O)(=O)=O.[CH3:20][OH:21]. No catalyst specified. The product is [CH3:20][O:21][C:6]1[C:5]2[C:10](=[CH:11][CH:2]=[C:3]([O:13][CH3:14])[CH:4]=2)[C:9](=[O:12])[NH:8][CH:7]=1. The yield is 0.488.